Dataset: Full USPTO retrosynthesis dataset with 1.9M reactions from patents (1976-2016). Task: Predict the reactants needed to synthesize the given product. (1) Given the product [OH:17][CH2:16][C:15]1[CH:19]=[CH:20][C:12]([O:11][C:9]2[CH:8]=[CH:7][C:6]3[B:2]([OH:1])[O:3][CH2:4][C:5]=3[CH:10]=2)=[CH:13][CH:14]=1, predict the reactants needed to synthesize it. The reactants are: [OH:1][B:2]1[C:6]2[CH:7]=[CH:8][C:9]([O:11][C:12]3[CH:20]=[CH:19][C:15]([C:16](O)=[O:17])=[CH:14][CH:13]=3)=[CH:10][C:5]=2[CH2:4][O:3]1.B(OC)(OC)OC.CO.C([O-])(O)=O.[Na+]. (2) The reactants are: [CH3:1][C@H:2]1[CH2:7][N:6]([C:8]2[CH:13]=[CH:12][N:11]3[N:14]=[CH:15][C:16]([C:17]([OH:19])=O)=[C:10]3[N:9]=2)[CH2:5][C@@H:4]([CH3:20])[O:3]1.Cl.[NH2:22][CH:23]([C:28]1[CH:33]=[CH:32][C:31]([O:34][CH:35]([F:37])[F:36])=[C:30]([F:38])[CH:29]=1)[C:24]([CH3:27])([OH:26])[CH3:25].F[P-](F)(F)(F)(F)F.CN([CH+]N1CCOCC1)C.C(N(CC)CC)C. Given the product [F:37][CH:35]([F:36])[O:34][C:31]1[CH:32]=[CH:33][C:28]([CH:23]([NH:22][C:17]([C:16]2[CH:15]=[N:14][N:11]3[CH:12]=[CH:13][C:8]([N:6]4[CH2:5][C@H:4]([CH3:20])[O:3][C@H:2]([CH3:1])[CH2:7]4)=[N:9][C:10]=23)=[O:19])[C:24]([OH:26])([CH3:27])[CH3:25])=[CH:29][C:30]=1[F:38], predict the reactants needed to synthesize it. (3) Given the product [NH2:34][C:31]1[CH:30]=[CH:29][C:28]([O:27][C:25]([C:22]2[CH:21]=[CH:20][C:19]([C:16]3[CH:17]=[CH:18][C:13]([C:11]([O:10][C:7]4[CH:6]=[CH:5][C:4]([NH2:1])=[CH:9][CH:8]=4)=[O:12])=[CH:14][CH:15]=3)=[CH:24][CH:23]=2)=[O:26])=[CH:33][CH:32]=1, predict the reactants needed to synthesize it. The reactants are: [N+:1]([C:4]1[CH:9]=[CH:8][C:7]([O:10][C:11]([C:13]2[CH:18]=[CH:17][C:16]([C:19]3[CH:24]=[CH:23][C:22]([C:25]([O:27][C:28]4[CH:33]=[CH:32][C:31]([N+:34]([O-])=O)=[CH:30][CH:29]=4)=[O:26])=[CH:21][CH:20]=3)=[CH:15][CH:14]=2)=[O:12])=[CH:6][CH:5]=1)([O-])=O.[H][H]. (4) Given the product [CH2:17]([O:24][C:25]1[CH:26]=[C:27]([C:31](=[O:34])[CH:32]([CH3:33])[CH2:39][N:37]([CH3:38])[CH3:36])[CH:28]=[CH:29][CH:30]=1)[C:18]1[CH:19]=[CH:20][CH:21]=[CH:22][CH:23]=1, predict the reactants needed to synthesize it. The reactants are: CC[C@H]([C@H](CN(C)C)C)C1C=CC=C(O)C=1.[CH2:17]([O:24][C:25]1[CH:26]=[C:27]([C:31](=[O:34])[CH2:32][CH3:33])[CH:28]=[CH:29][CH:30]=1)[C:18]1[CH:23]=[CH:22][CH:21]=[CH:20][CH:19]=1.[Cl-].[CH3:36][N+:37](=[CH2:39])[CH3:38].C(Cl)(=O)C. (5) Given the product [CH2:1]([C:3]1[O:4][C:5]([C:9]([NH:11][C:12]2[CH:13]=[CH:14][C:15]([C:18]3[CH:23]=[CH:22][C:21]([C:24]45[CH2:29][CH2:28][C:27]([CH2:32][C:33]([OH:35])=[O:34])([CH2:30][CH2:31]4)[O:26][CH2:25]5)=[CH:20][CH:19]=3)=[CH:16][CH:17]=2)=[O:10])=[C:6]([CH3:8])[N:7]=1)[CH3:2], predict the reactants needed to synthesize it. The reactants are: [CH2:1]([C:3]1[O:4][C:5]([C:9]([NH:11][C:12]2[CH:17]=[CH:16][C:15]([C:18]3[CH:23]=[CH:22][C:21]([C:24]45[CH2:31][CH2:30][C:27]([CH2:32][C:33]([O-:35])=[O:34])([CH2:28][CH2:29]4)[O:26][CH2:25]5)=[CH:20][CH:19]=3)=[CH:14][CH:13]=2)=[O:10])=[C:6]([CH3:8])[N:7]=1)[CH3:2].[Li+].[OH-].Cl. (6) Given the product [B:11]([C:16]1[CH:31]=[C:30]([C:32]([F:33])([F:34])[F:35])[CH:29]=[CH:28][C:17]=1[O:18][C@@H:19]([CH3:27])[C:20]([OH:22])=[O:21])([OH:12])[OH:10], predict the reactants needed to synthesize it. The reactants are: C(O)(C(F)(F)F)=O.CC1(C)C(C)(C)[O:12][B:11]([C:16]2[CH:31]=[C:30]([C:32]([F:35])([F:34])[F:33])[CH:29]=[CH:28][C:17]=2[O:18][C@@H:19]([CH3:27])[C:20]([O:22]C(C)(C)C)=[O:21])[O:10]1. (7) The reactants are: [CH:1]([C@:4]1([C:17]([N:19]2[CH2:24][CH2:23][N:22]([C:25]3[CH:30]=[CH:29][CH:28]=[C:27]([C:31]([F:34])([F:33])[F:32])[CH:26]=3)[CH2:21][CH2:20]2)=[O:18])[CH2:8][CH2:7][C@@H:6]([NH:9]C(=O)OC(C)(C)C)[CH2:5]1)([CH3:3])[CH3:2].[F:35][C:36]([F:41])([F:40])[C:37]([OH:39])=[O:38]. Given the product [F:35][C:36]([F:41])([F:40])[C:37]([OH:39])=[O:38].[F:35][C:36]([F:41])([F:40])[C:37]([OH:39])=[O:38].[CH:1]([C@:4]1([C:17]([N:19]2[CH2:24][CH2:23][N:22]([C:25]3[CH:30]=[CH:29][CH:28]=[C:27]([C:31]([F:33])([F:34])[F:32])[CH:26]=3)[CH2:21][CH2:20]2)=[O:18])[CH2:8][CH2:7][C@@H:6]([NH2:9])[CH2:5]1)([CH3:3])[CH3:2], predict the reactants needed to synthesize it.